This data is from Full USPTO retrosynthesis dataset with 1.9M reactions from patents (1976-2016). The task is: Predict the reactants needed to synthesize the given product. Given the product [C:20]([O:19][C:17](=[O:18])[CH2:16][N:1]1[C:9]2[C:4](=[CH:5][CH:6]=[CH:7][CH:8]=2)[CH:3]=[C:2]1[C:10]([O:12][CH2:13][CH3:14])=[O:11])([CH3:23])([CH3:22])[CH3:21], predict the reactants needed to synthesize it. The reactants are: [NH:1]1[C:9]2[C:4](=[CH:5][CH:6]=[CH:7][CH:8]=2)[CH:3]=[C:2]1[C:10]([O:12][CH2:13][CH3:14])=[O:11].Br[CH2:16][C:17]([O:19][C:20]([CH3:23])([CH3:22])[CH3:21])=[O:18].C(=O)([O-])[O-].[K+].[K+].O.